Task: Predict which catalyst facilitates the given reaction.. Dataset: Catalyst prediction with 721,799 reactions and 888 catalyst types from USPTO (1) Reactant: [F:1][C:2]([F:15])([F:14])[C:3]1[CH:8]=[CH:7][C:6]([CH2:9][S:10](Cl)(=[O:12])=[O:11])=[CH:5][CH:4]=1.[NH3:16]. Product: [F:1][C:2]([F:15])([F:14])[C:3]1[CH:8]=[CH:7][C:6]([CH2:9][S:10]([NH2:16])(=[O:12])=[O:11])=[CH:5][CH:4]=1. The catalyst class is: 1. (2) Reactant: [C:1]([N:5]1[C:9]([NH:10][C:11]2[N:16]=[C:15]([CH2:17][C:18]3([C:37](O)=[O:38])[CH2:23][CH2:22][N:21]([C:24](=[O:36])[C:25]4[CH:30]=[CH:29][CH:28]=[C:27]([C:31]([F:34])([F:33])[F:32])[C:26]=4[F:35])[CH2:20][CH2:19]3)[CH:14]=[CH:13][CH:12]=2)=[CH:8][CH:7]=[N:6]1)([CH3:4])([CH3:3])[CH3:2].[C:40]([O:44][C:45]([CH3:48])([CH3:47])[CH3:46])(=[O:43])[NH:41][NH2:42].Cl.CN(C)CCCN=C=NCC.C(=O)(O)[O-].[Na+]. Product: [C:1]([N:5]1[C:9]([NH:10][C:11]2[N:16]=[C:15]([CH2:17][C:18]3([C:37]([NH:42][NH:41][C:40]([O:44][C:45]([CH3:48])([CH3:47])[CH3:46])=[O:43])=[O:38])[CH2:23][CH2:22][N:21]([C:24](=[O:36])[C:25]4[CH:30]=[CH:29][CH:28]=[C:27]([C:31]([F:33])([F:34])[F:32])[C:26]=4[F:35])[CH2:20][CH2:19]3)[CH:14]=[CH:13][CH:12]=2)=[CH:8][CH:7]=[N:6]1)([CH3:3])([CH3:4])[CH3:2]. The catalyst class is: 22. (3) Reactant: [Cl:1][C:2]1[C:3]([C:8]2[N:9]=[N:10][C:11]([CH3:14])=[CH:12][CH:13]=2)=[N:4][CH:5]=[CH:6][CH:7]=1.[Cl:15]N1C(=O)N(Cl)C(=O)N(Cl)C1=O. Product: [Cl:15][CH2:14][C:11]1[N:10]=[N:9][C:8]([C:3]2[C:2]([Cl:1])=[CH:7][CH:6]=[CH:5][N:4]=2)=[CH:13][CH:12]=1. The catalyst class is: 26. (4) Reactant: [S:1]1[CH2:6][CH2:5][CH:4]([OH:7])[CH2:3][CH2:2]1.C(N(CC)CC)C.[CH3:15][S:16](Cl)(=[O:18])=[O:17].O. Product: [CH3:15][S:16]([O:7][CH:4]1[CH2:5][CH2:6][S:1][CH2:2][CH2:3]1)(=[O:18])=[O:17]. The catalyst class is: 2.